The task is: Predict the product of the given reaction.. This data is from Forward reaction prediction with 1.9M reactions from USPTO patents (1976-2016). Given the reactants [Br-].[C:2]1(P(C2C=CC=CC=2)C2C=CC=CC=2)C=CC=CC=1.C[C:22](C)([O-:24])C.[K+].O=[C:28]1[CH2:31][CH:30]([C:32]([O:34][CH3:35])=[O:33])[CH2:29]1, predict the reaction product. The product is: [CH3:2][O:24][CH:22]=[C:28]1[CH2:31][CH:30]([C:32]([O:34][CH3:35])=[O:33])[CH2:29]1.